From a dataset of Forward reaction prediction with 1.9M reactions from USPTO patents (1976-2016). Predict the product of the given reaction. (1) Given the reactants [CH3:1][O:2][C:3]1[CH:12]=[C:11]([CH3:13])[CH:10]=[CH:9][C:4]=1[C:5]([O:7][CH3:8])=[O:6].C1C(=O)N([Br:21])C(=O)C1, predict the reaction product. The product is: [Br:21][CH2:13][C:11]1[CH:10]=[CH:9][C:4]([C:5]([O:7][CH3:8])=[O:6])=[C:3]([O:2][CH3:1])[CH:12]=1. (2) Given the reactants [CH2:1]([C@H:8]([CH2:12][C:13]([O:15]C(C)(C)C)=[O:14])[C:9]([OH:11])=O)[C:2]1[CH:7]=[CH:6][CH:5]=[CH:4][CH:3]=1.[C:20]1(B(O)O)[CH:25]=[CH:24][CH:23]=[CH:22][CH:21]=1.[Br:29][C:30]1[CH:31]=[CH:32][C:33]([Cl:43])=[C:34]([C:36]2[N:37]=[C:38]([NH:41][CH3:42])[S:39][CH:40]=2)[CH:35]=1, predict the reaction product. The product is: [CH2:1]([C@@H:8]([C:9]([N:41]([C:38]1[S:39][CH:40]=[C:36]([C:34]2[CH:35]=[C:30]([C:20]3[CH:25]=[CH:24][CH:23]=[CH:22][CH:21]=3)[CH:31]=[CH:32][C:33]=2[Cl:43])[N:37]=1)[CH3:42])=[O:11])[CH2:12][C:13]([OH:15])=[O:14])[C:2]1[CH:3]=[CH:4][CH:5]=[CH:6][CH:7]=1.[Br:29][C:30]1[CH:31]=[CH:32][C:33]([Cl:43])=[C:34]([C:36]2[N:37]=[C:38]([NH:41][CH3:42])[S:39][CH:40]=2)[CH:35]=1. (3) Given the reactants [NH2:1][C:2]1[C:3]([Cl:19])=[CH:4][C:5]([Cl:18])=[C:6]([N:8]2[C:12](=[O:13])[N:11]([CH:14]([F:16])[F:15])[C:10]([CH3:17])=[N:9]2)[CH:7]=1.O.C1(C)C(C)=CC=CC=1.C(=O)([O-])[O-].[Na+].[Na+].[CH3:35][S:36](Cl)(=[O:38])=[O:37].Cl, predict the reaction product. The product is: [Cl:19][C:3]1[CH:4]=[C:5]([Cl:18])[C:6]([N:8]2[C:12](=[O:13])[N:11]([CH:14]([F:15])[F:16])[C:10]([CH3:17])=[N:9]2)=[CH:7][C:2]=1[NH:1][S:36]([CH3:35])(=[O:38])=[O:37]. (4) The product is: [NH2:1][C:2]1[CH:7]=[CH:6][CH:5]=[CH:4][C:3]=1[NH:8][C:9](=[O:28])[C:10]1[CH:15]=[CH:14][C:13]([CH2:16][N:17]2[CH2:25][C:24]3[C:19](=[CH:20][CH:21]=[CH:22][C:23]=3[C:32]3[CH:31]=[C:30]([F:29])[CH:35]=[C:34]([F:36])[CH:33]=3)[C:18]2=[O:27])=[CH:12][CH:11]=1. Given the reactants [NH2:1][C:2]1[CH:7]=[CH:6][CH:5]=[CH:4][C:3]=1[NH:8][C:9](=[O:28])[C:10]1[CH:15]=[CH:14][C:13]([CH2:16][N:17]2[CH2:25][C:24]3[C:19](=[CH:20][CH:21]=[CH:22][C:23]=3Br)[C:18]2=[O:27])=[CH:12][CH:11]=1.[F:29][C:30]1[CH:31]=[C:32](B(O)O)[CH:33]=[C:34]([F:36])[CH:35]=1, predict the reaction product. (5) Given the reactants [OH:1][C:2]1[CH:3]=[C:4]([C:8](=[O:10])[CH3:9])[CH:5]=[CH:6][CH:7]=1.[C:11]1([CH3:19])[CH:16]=[CH:15][CH:14]=[C:13]([Mg]Cl)[CH:12]=1, predict the reaction product. The product is: [OH:10][C:8]([C:4]1[CH:3]=[C:2]([OH:1])[CH:7]=[CH:6][CH:5]=1)([C:13]1[CH:14]=[CH:15][CH:16]=[C:11]([CH3:19])[CH:12]=1)[CH3:9]. (6) Given the reactants [Cl:1][C:2]1[C:33]([CH3:34])=[CH:32][C:5]([O:6][CH2:7][CH2:8][CH2:9][C:10]2[C:18]3[C:13](=[CH:14][CH:15]=[CH:16][CH:17]=3)[NH:12][C:11]=2[C:19]([NH:21][S:22]([CH2:25][CH:26]2[CH2:31][CH2:30][NH:29][CH2:28][CH2:27]2)(=[O:24])=[O:23])=[O:20])=[CH:4][C:3]=1[CH3:35].C(Cl)CCl.C1C=CC2N(O)N=NC=2C=1.[CH3:50][N:51]1[CH:55]=[CH:54][CH:53]=[C:52]1[C:56](O)=[O:57], predict the reaction product. The product is: [Cl:1][C:2]1[C:33]([CH3:34])=[CH:32][C:5]([O:6][CH2:7][CH2:8][CH2:9][C:10]2[C:18]3[C:13](=[CH:14][CH:15]=[CH:16][CH:17]=3)[NH:12][C:11]=2[C:19]([NH:21][S:22]([CH2:25][CH:26]2[CH2:31][CH2:30][N:29]([C:56]([C:52]3[N:51]([CH3:50])[CH:55]=[CH:54][CH:53]=3)=[O:57])[CH2:28][CH2:27]2)(=[O:23])=[O:24])=[O:20])=[CH:4][C:3]=1[CH3:35]. (7) The product is: [C:11]([O:10][C:9]([NH:8][C:6]1[CH:7]=[C:2](/[CH:25]=[CH:26]/[C:27]([O:29][CH2:30][CH3:31])=[O:28])[CH:3]=[CH:4][C:5]=1[Cl:16])=[O:15])([CH3:14])([CH3:13])[CH3:12]. Given the reactants Br[C:2]1[CH:3]=[CH:4][C:5]([Cl:16])=[C:6]([NH:8][C:9](=[O:15])[O:10][C:11]([CH3:14])([CH3:13])[CH3:12])[CH:7]=1.CC1(C)C(C)(C)OB(/[CH:25]=[CH:26]/[C:27]([O:29][CH2:30][CH3:31])=[O:28])O1.C(=O)([O-])[O-].[K+].[K+], predict the reaction product. (8) Given the reactants [C:1]1([CH2:7][C:8](Cl)=[O:9])[CH:6]=[CH:5][CH:4]=[CH:3][CH:2]=1.[C:11]([N:15]1[C:19](=[O:20])[C:18]([NH:21][CH:22]2[CH2:27][CH2:26][NH:25][CH2:24][CH2:23]2)=[C:17]([C:28]2[CH:33]=[CH:32][CH:31]=[CH:30][CH:29]=2)[S:16]1(=[O:35])=[O:34])([CH3:14])([CH3:13])[CH3:12], predict the reaction product. The product is: [C:11]([N:15]1[C:19](=[O:20])[C:18]([NH:21][CH:22]2[CH2:27][CH2:26][N:25]([C:8](=[O:9])[CH2:7][C:1]3[CH:6]=[CH:5][CH:4]=[CH:3][CH:2]=3)[CH2:24][CH2:23]2)=[C:17]([C:28]2[CH:29]=[CH:30][CH:31]=[CH:32][CH:33]=2)[S:16]1(=[O:35])=[O:34])([CH3:14])([CH3:12])[CH3:13]. (9) Given the reactants Cl[C:2]1[CH:3]=[CH:4][C:5]([N+:9]([O-:11])=[O:10])=[C:6]([CH:8]=1)[NH2:7].[NH:12]1[CH:16]=[CH:15][N:14]=[CH:13]1.C([O-])([O-])=O.[K+].[K+], predict the reaction product. The product is: [N:12]1([C:2]2[CH:3]=[CH:4][C:5]([N+:9]([O-:11])=[O:10])=[C:6]([CH:8]=2)[NH2:7])[CH:16]=[CH:15][N:14]=[CH:13]1. (10) The product is: [OH:7][CH2:6][CH2:5][CH:4]([C:8]1[C:17]2[C:12](=[CH:13][CH:14]=[C:15]([O:18][CH3:19])[CH:16]=2)[CH:11]=[CH:10][CH:9]=1)[CH2:3][NH:2][C:29]([CH:26]1[CH2:28][CH2:27]1)=[O:30]. Given the reactants Cl.[NH2:2][CH2:3][CH:4]([C:8]1[C:17]2[C:12](=[CH:13][CH:14]=[C:15]([O:18][CH3:19])[CH:16]=2)[CH:11]=[CH:10][CH:9]=1)[CH2:5][CH2:6][OH:7].C(=O)([O-])[O-].[K+].[K+].[CH:26]1([C:29](Cl)=[O:30])[CH2:28][CH2:27]1, predict the reaction product.